Dataset: Full USPTO retrosynthesis dataset with 1.9M reactions from patents (1976-2016). Task: Predict the reactants needed to synthesize the given product. (1) Given the product [CH:29]12[CH2:35][CH2:34][CH:33]1[CH2:32][N:31]([C:2]1[N:7]=[CH:6][C:5]([NH:8][C:9]([C:11]3[N:12]([CH2:21][C:22]4[CH:27]=[CH:26][CH:25]=[C:24]([F:28])[CH:23]=4)[C:13]4[C:18]([CH:19]=3)=[CH:17][C:16]([F:20])=[CH:15][CH:14]=4)=[O:10])=[CH:4][CH:3]=1)[CH2:30]2, predict the reactants needed to synthesize it. The reactants are: Cl[C:2]1[N:7]=[CH:6][C:5]([NH:8][C:9]([C:11]2[N:12]([CH2:21][C:22]3[CH:27]=[CH:26][CH:25]=[C:24]([F:28])[CH:23]=3)[C:13]3[C:18]([CH:19]=2)=[CH:17][C:16]([F:20])=[CH:15][CH:14]=3)=[O:10])=[CH:4][CH:3]=1.[CH:29]12[CH2:35][CH2:34][CH:33]1[CH2:32][NH:31][CH2:30]2.[OH-].[K+].O. (2) Given the product [CH:25]1([C:21]2[CH:20]=[C:19]([O:26][C:27]([F:28])([F:29])[F:30])[C:18]([CH:15]3[CH2:17][CH2:16]3)=[CH:23][C:22]=2[OH:24])[CH2:3][CH2:2]1, predict the reactants needed to synthesize it. The reactants are: Br[C:2]1C(C2CC2)=CC(O)=C(C2CC2)[CH:3]=1.[CH:15]([C:18]1[C:19]([O:26][C:27]([F:30])([F:29])[F:28])=[CH:20][C:21]([CH3:25])=[C:22]([OH:24])[CH:23]=1)([CH3:17])[CH3:16]. (3) Given the product [CH2:1]([CH:3]([CH2:16][CH3:17])[CH2:4][O:5][C:6]1[CH:7]=[C:8]([CH2:14][NH:18][CH2:19][CH2:20][CH2:21][NH:22][CH2:23][CH2:24][CH2:25][NH:26][CH2:27][CH:28]([CH3:30])[CH3:29])[CH:9]=[C:10]([CH2:11][NH:18][CH2:19][CH2:20][CH2:21][NH:22][CH2:23][CH2:24][CH2:25][NH:26][CH2:27][CH:28]([CH3:30])[CH3:29])[CH:13]=1)[CH3:2], predict the reactants needed to synthesize it. The reactants are: [CH2:1]([CH:3]([CH2:16][CH3:17])[CH2:4][O:5][C:6]1[CH:7]=[C:8]([CH:14]=O)[CH:9]=[C:10]([CH:13]=1)[CH:11]=O)[CH3:2].[NH2:18][CH2:19][CH2:20][CH2:21][NH:22][CH2:23][CH2:24][CH2:25][NH:26][CH2:27][CH:28]([CH3:30])[CH3:29].[BH4-].[Na+].[OH-].[Na+]. (4) The reactants are: O.[OH-].[Li+].C[O:5][C:6](=[O:31])[C:7]1[CH:12]=[CH:11][C:10]([N:13]2[CH:17]=[C:16]([C:18]3[N:19]([CH3:30])[N:20]=[N:21][C:22]=3[C:23]3[CH:28]=[CH:27][C:26]([F:29])=[CH:25][CH:24]=3)[N:15]=[CH:14]2)=[CH:9][CH:8]=1. Given the product [F:29][C:26]1[CH:27]=[CH:28][C:23]([C:22]2[N:21]=[N:20][N:19]([CH3:30])[C:18]=2[C:16]2[N:15]=[CH:14][N:13]([C:10]3[CH:9]=[CH:8][C:7]([C:6]([OH:31])=[O:5])=[CH:12][CH:11]=3)[CH:17]=2)=[CH:24][CH:25]=1, predict the reactants needed to synthesize it. (5) Given the product [Na+:27].[CH2:1]([O:5][C:6]([N:8]1[CH2:12][CH2:11][C@@H:10]([C:13]([O-:15])=[O:14])[C@@H:9]1[C:16]1[CH:17]=[CH:18][CH:19]=[CH:20][CH:21]=1)=[O:7])[C:4]1[CH:37]=[CH:38][CH:33]=[CH:34][CH:35]=1, predict the reactants needed to synthesize it. The reactants are: [C:1]([O:5][C:6]([N:8]1[CH2:12][CH2:11][C@@H:10]([C:13]([OH:15])=[O:14])[C@@H:9]1[C:16]1[CH:21]=[CH:20][CH:19]=[CH:18][CH:17]=1)=[O:7])([CH3:4])(C)C.Cl.C([O-])(O)=O.[Na+:27].ClC(OC[C:33]1[CH:38]=[CH:37]C=[CH:35][CH:34]=1)=O. (6) The reactants are: [F:1][C:2]1[CH:3]=[C:4]([CH:8]2[CH2:12][CH2:11][CH2:10][N:9]2[C:13]2[CH:14]=[CH:15][C:16]3[N:17]([C:19]([C:22]4[N:27]=[C:26]([C:28]5[CH:33]=[CH:32][N:31]=[C:30]([N:34]6[CH2:39][CH2:38][CH:37](O)[CH2:36][CH2:35]6)[CH:29]=5)[CH:25]=[CH:24][CH:23]=4)=[CH:20][N:21]=3)[N:18]=2)[CH:5]=[CH:6][CH:7]=1.C([N:43]([CH2:46][CH3:47])CC)C.[CH3:48]S(Cl)(=O)=O. Given the product [CH:46]1([NH:43][CH:37]2[CH2:38][CH2:39][N:34]([C:30]3[CH:29]=[C:28]([C:26]4[CH:25]=[CH:24][CH:23]=[C:22]([C:19]5[N:17]6[N:18]=[C:13]([N:9]7[CH2:10][CH2:11][CH2:12][CH:8]7[C:4]7[CH:5]=[CH:6][CH:7]=[C:2]([F:1])[CH:3]=7)[CH:14]=[CH:15][C:16]6=[N:21][CH:20]=5)[N:27]=4)[CH:33]=[CH:32][N:31]=3)[CH2:35][CH2:36]2)[CH2:47][CH2:48]1, predict the reactants needed to synthesize it. (7) The reactants are: C[N:2]1[CH2:7][CH:6]=[C:5]([CH2:8][C:9]([O:11][CH2:12][CH3:13])=[O:10])[CH2:4][CH2:3]1.ClC(OC(Cl)=O)C. Given the product [NH:2]1[CH2:3][CH:4]=[C:5]([CH2:8][C:9]([O:11][CH2:12][CH3:13])=[O:10])[CH2:6][CH2:7]1, predict the reactants needed to synthesize it.